From a dataset of Catalyst prediction with 721,799 reactions and 888 catalyst types from USPTO. Predict which catalyst facilitates the given reaction. (1) Reactant: [Cl:1][C:2]1[CH:29]=[CH:28][C:5]([O:6][C:7]([N:9]([CH3:27])[CH2:10][CH2:11][C@H:12]2[CH2:17][CH2:16][C@H:15]([C:18]([N:20]([CH3:26])[CH2:21][CH2:22][C:23]([OH:25])=O)=[O:19])[CH2:14][CH2:13]2)=[O:8])=[CH:4][CH:3]=1.C(Cl)(=O)C(Cl)=O.[CH3:36][NH2:37]. Product: [Cl:1][C:2]1[CH:3]=[CH:4][C:5]([O:6][C:7](=[O:8])[N:9]([CH3:27])[CH2:10][CH2:11][C@H:12]2[CH2:17][CH2:16][C@H:15]([C:18](=[O:19])[N:20]([CH3:26])[CH2:21][CH2:22][C:23](=[O:25])[NH:37][CH3:36])[CH2:14][CH2:13]2)=[CH:28][CH:29]=1. The catalyst class is: 59. (2) Reactant: [F:1][C:2]([F:12])([F:11])[C:3]1[CH:4]=[C:5]([NH:9][NH2:10])[CH:6]=[CH:7][CH:8]=1.[F:13][C:14]([F:25])([F:24])[C:15](O[C:15](=[O:16])[C:14]([F:25])([F:24])[F:13])=[O:16]. Product: [F:1][C:2]([F:11])([F:12])[C:3]1[CH:4]=[C:5]([NH:9][NH:10][C:15](=[O:16])[C:14]([F:25])([F:24])[F:13])[CH:6]=[CH:7][CH:8]=1. The catalyst class is: 1. (3) Reactant: C(N([CH2:6][CH3:7])CC)C.ClC([O:11][CH2:12][CH:13]([CH3:15])C)=O.[CH3:16][C:17]([CH3:30])([CH2:28][CH3:29])[C:18](=[O:27])[C:19]([CH:21]1[CH2:26][CH2:25][CH2:24][NH:23][NH:22]1)=[O:20]. Product: [CH3:16][C:17]([CH3:30])([CH2:28][CH3:29])[C:18](=[O:27])[C:19]([CH:21]1[CH2:26][CH2:25][CH2:24][NH:23][N:22]1[C:12](=[O:11])[CH2:13][CH2:15][CH2:24][CH2:25][CH2:26][C:7]1[CH:6]=[CH:19][CH:18]=[CH:17][CH:16]=1)=[O:20]. The catalyst class is: 2. (4) Reactant: [Cl:1][C:2]1[CH:10]=[C:9]2[C:5]([CH2:6][CH2:7][N:8]2[C:11](=[O:13])[CH3:12])=[CH:4][CH:3]=1.[Br:14]Br. Product: [Br:14][C:3]1[CH:4]=[C:5]2[C:9](=[CH:10][C:2]=1[Cl:1])[N:8]([C:11](=[O:13])[CH3:12])[CH2:7][CH2:6]2. The catalyst class is: 15. (5) Reactant: C([O:8][CH2:9][CH:10]1[CH2:14][C@@H:13]([C:15]2[N:23]3[C:18]([C:19]([NH:24][C@@H:25]4[C:33]5[C:28](=[CH:29][CH:30]=[CH:31][CH:32]=5)[CH2:27][CH2:26]4)=[N:20][CH:21]=[N:22]3)=[CH:17][CH:16]=2)[CH2:12][C@@H:11]1[O:34][C:35](=[O:42])[C:36]1[CH:41]=[CH:40][CH:39]=[CH:38][CH:37]=1)C1C=CC=CC=1.B(Cl)(Cl)Cl.OC[C@H]1C[C@@H](C2N3C(C(N[C@@H]4C5C(=CC=CC=5)CC4)=NC=N3)=CC=2)C[C@@H]1OC(=O)C1C=CC=CC=1. Product: [OH:8][CH2:9][C@@H:10]1[CH2:14][C@@H:13]([C:15]2[N:23]3[C:18]([C:19]([NH:24][C@@H:25]4[C:33]5[C:28](=[CH:29][CH:30]=[CH:31][CH:32]=5)[CH2:27][CH2:26]4)=[N:20][CH:21]=[N:22]3)=[CH:17][CH:16]=2)[CH2:12][C@@H:11]1[O:34][C:35](=[O:42])[C:36]1[CH:37]=[CH:38][CH:39]=[CH:40][CH:41]=1. The catalyst class is: 2. (6) Reactant: C[O:2][C:3](=O)[CH:4]([S:9][C:10]1[CH:15]=[CH:14][C:13]([F:16])=[C:12]([CH3:17])[CH:11]=1)[CH2:5][CH2:6][CH2:7][CH3:8].[OH:19]OS([O-])=O.[K+].[CH3:25][OH:26].[OH2:27]. Product: [CH3:25][O:26][C:3](=[O:2])[CH:4]([S:9]([C:10]1[CH:15]=[CH:14][C:13]([F:16])=[C:12]([CH3:17])[CH:11]=1)(=[O:19])=[O:27])[CH2:5][CH2:6][CH2:7][CH3:8]. The catalyst class is: 6.